This data is from Retrosynthesis with 50K atom-mapped reactions and 10 reaction types from USPTO. The task is: Predict the reactants needed to synthesize the given product. (1) Given the product OC(CCn1ccnc1)c1ccc2c(c1)Cc1ccccc1-2, predict the reactants needed to synthesize it. The reactants are: O=C(CCn1ccnc1)c1ccc2c(c1)Cc1ccccc1-2. (2) The reactants are: CCCN(CC1CC1)c1ccc(C(F)(F)F)cc1C=O.C[Mg+]. Given the product CCCN(CC1CC1)c1ccc(C(F)(F)F)cc1C(C)O, predict the reactants needed to synthesize it. (3) Given the product O=[N+]([O-])c1cccc2nc(CBr)ccc12, predict the reactants needed to synthesize it. The reactants are: Cc1ccc2c([N+](=O)[O-])cccc2n1.O=C1CCC(=O)N1Br. (4) Given the product Cc1csc(Nc2cc(Sc3ccccc3)ccn2)n1, predict the reactants needed to synthesize it. The reactants are: Cc1csc(N)n1.Clc1cc(Sc2ccccc2)ccn1. (5) Given the product Nc1nc(-c2cc(Cl)ccc2Cl)nc(N2CCS(=O)CC2)n1, predict the reactants needed to synthesize it. The reactants are: Nc1nc(-c2cc(Cl)ccc2Cl)nc(N2CCSCC2)n1.O=S([O-])[O-].